The task is: Predict which catalyst facilitates the given reaction.. This data is from Catalyst prediction with 721,799 reactions and 888 catalyst types from USPTO. (1) Reactant: [Cl:1][C:2]1[CH:3]=[CH:4][C:5]2[N:11]3[C:12]([CH3:15])=[N:13][N:14]=[C:10]3[CH:9]([CH2:16][CH2:17][C:18](O)=[O:19])[O:8][CH:7]([C:21]3[CH:26]=[CH:25][CH:24]=[C:23]([O:27][CH3:28])[C:22]=3[O:29][CH3:30])[C:6]=2[CH:31]=1.[NH:32]1[CH2:37][CH2:36][CH:35]([CH2:38][C:39]([O:41][CH2:42][CH3:43])=[O:40])[CH2:34][CH2:33]1.ON1C2C=CC=CC=2N=N1.CN1CCOCC1.Cl.C(N=C=NCCCN(C)C)C. Product: [Cl:1][C:2]1[CH:3]=[CH:4][C:5]2[N:11]3[C:12]([CH3:15])=[N:13][N:14]=[C:10]3[CH:9]([CH2:16][CH2:17][C:18]([N:32]3[CH2:37][CH2:36][CH:35]([CH2:38][C:39]([O:41][CH2:42][CH3:43])=[O:40])[CH2:34][CH2:33]3)=[O:19])[O:8][CH:7]([C:21]3[CH:26]=[CH:25][CH:24]=[C:23]([O:27][CH3:28])[C:22]=3[O:29][CH3:30])[C:6]=2[CH:31]=1. The catalyst class is: 42. (2) Reactant: [H-].[Na+].[C:3]([O:11][CH2:12][CH3:13])(=[O:10])[CH2:4][C:5]([O:7][CH2:8][CH3:9])=[O:6].[F:14][C:15]1[CH:20]=[C:19]([N+:21]([O-:23])=[O:22])[C:18](F)=[CH:17][C:16]=1[O:25][CH:26]([CH3:28])[CH3:27].O. Product: [F:14][C:15]1[C:16]([O:25][CH:26]([CH3:27])[CH3:28])=[CH:17][C:18]([CH:4]([C:5]([O:7][CH2:8][CH3:9])=[O:6])[C:3]([O:11][CH2:12][CH3:13])=[O:10])=[C:19]([N+:21]([O-:23])=[O:22])[CH:20]=1. The catalyst class is: 16. (3) Reactant: Cl[C:2]1[C:7]([O:8][CH3:9])=[C:6]([Cl:10])[N:5]=[CH:4][N:3]=1.[CH3:11][C:12]([CH3:32])([CH3:31])[CH2:13][C:14]1[N:19]=[C:18]([CH2:20][OH:21])[CH:17]=[CH:16][C:15]=1[C:22]1[CH:27]=[C:26]([O:28][CH3:29])[CH:25]=[CH:24][C:23]=1[F:30].[H-].[Na+].Cl. Product: [Cl:10][C:6]1[C:7]([O:8][CH3:9])=[C:2]([O:21][CH2:20][C:18]2[CH:17]=[CH:16][C:15]([C:22]3[CH:27]=[C:26]([O:28][CH3:29])[CH:25]=[CH:24][C:23]=3[F:30])=[C:14]([CH2:13][C:12]([CH3:32])([CH3:31])[CH3:11])[N:19]=2)[N:3]=[CH:4][N:5]=1. The catalyst class is: 1. (4) Reactant: C(OC(=O)[NH:7][CH2:8][CH2:9][O:10][C:11]1[CH:16]=[CH:15][C:14]([CH2:17][CH2:18][CH2:19][CH2:20][NH:21][C:22]([NH2:35])=[N:23][C:24]([C:26]2[C:31]([NH2:32])=[N:30][C:29]([NH2:33])=[C:28]([Cl:34])[N:27]=2)=[O:25])=[CH:13][CH:12]=1)(C)(C)C.Cl.C(Cl)Cl.CO. Product: [NH2:7][CH2:8][CH2:9][O:10][C:11]1[CH:12]=[CH:13][C:14]([CH2:17][CH2:18][CH2:19][CH2:20][NH:21][C:22]([NH:23][C:24]([C:26]2[C:31]([NH2:32])=[N:30][C:29]([NH2:33])=[C:28]([Cl:34])[N:27]=2)=[O:25])=[NH:35])=[CH:15][CH:16]=1. The catalyst class is: 5. (5) Reactant: [F:1][C:2]1[CH:7]=[CH:6][C:5]([F:8])=[CH:4][C:3]=1[C@H:9]1[CH2:13][CH2:12][CH2:11][N:10]1[C:14]1[CH:15]=[CH:16][C:17]2[N:18]([C:20]([NH:23][C:24]([N:26]3[CH2:31][CH2:30][CH2:29][CH:28]([NH:32]C(=O)OC(C)(C)C)[CH2:27]3)=[O:25])=[CH:21][N:22]=2)[N:19]=1.[ClH:40]. Product: [ClH:40].[NH2:32][CH:28]1[CH2:29][CH2:30][CH2:31][N:26]([C:24]([NH:23][C:20]2[N:18]3[N:19]=[C:14]([N:10]4[CH2:11][CH2:12][CH2:13][C@@H:9]4[C:3]4[CH:4]=[C:5]([F:8])[CH:6]=[CH:7][C:2]=4[F:1])[CH:15]=[CH:16][C:17]3=[N:22][CH:21]=2)=[O:25])[CH2:27]1. The catalyst class is: 2.